This data is from Peptide-MHC class II binding affinity with 134,281 pairs from IEDB. The task is: Regression. Given a peptide amino acid sequence and an MHC pseudo amino acid sequence, predict their binding affinity value. This is MHC class II binding data. The peptide sequence is YDKFLNNVSTVLTGK. The MHC is DRB1_1602 with pseudo-sequence DRB1_1602. The binding affinity (normalized) is 0.684.